This data is from HIV replication inhibition screening data with 41,000+ compounds from the AIDS Antiviral Screen. The task is: Binary Classification. Given a drug SMILES string, predict its activity (active/inactive) in a high-throughput screening assay against a specified biological target. The compound is COC(=O)c1cc2c(C(=O)OC)cc1CSCc1cccc(c1)CSC2. The result is 0 (inactive).